Dataset: Peptide-MHC class II binding affinity with 134,281 pairs from IEDB. Task: Regression. Given a peptide amino acid sequence and an MHC pseudo amino acid sequence, predict their binding affinity value. This is MHC class II binding data. (1) The peptide sequence is IIFSKNLNIKLNMPL. The MHC is HLA-DQA10102-DQB10502 with pseudo-sequence HLA-DQA10102-DQB10502. The binding affinity (normalized) is 0.0587. (2) The peptide sequence is MRSLKAPAVVSVSSP. The MHC is DRB1_0401 with pseudo-sequence DRB1_0401. The binding affinity (normalized) is 0.398. (3) The peptide sequence is DLPTHENHGLKTRQE. The MHC is HLA-DQA10201-DQB10402 with pseudo-sequence HLA-DQA10201-DQB10402. The binding affinity (normalized) is 0.168. (4) The peptide sequence is ADSVKGRFTISRDNS. The MHC is DRB1_1101 with pseudo-sequence DRB1_1101. The binding affinity (normalized) is 0.419.